From a dataset of Full USPTO retrosynthesis dataset with 1.9M reactions from patents (1976-2016). Predict the reactants needed to synthesize the given product. Given the product [OH:6][CH:5]([CH:14]1[CH2:13][CH2:12][O:11][CH:15]1[O:19][CH:16]([CH3:18])[CH3:17])[C:4]([O:8][CH2:9][CH3:10])=[O:7], predict the reactants needed to synthesize it. The reactants are: ClCCl.[C:4]([O:8][CH2:9][CH3:10])(=[O:7])[CH:5]=[O:6].[O:11]1[CH:15]=[CH:14][CH2:13][CH2:12]1.[CH:16]([OH:19])([CH3:18])[CH3:17].C(=O)([O-])[O-].[K+].[K+].N(CCO)CCO.O.